Dataset: HIV replication inhibition screening data with 41,000+ compounds from the AIDS Antiviral Screen. Task: Binary Classification. Given a drug SMILES string, predict its activity (active/inactive) in a high-throughput screening assay against a specified biological target. (1) The molecule is CCOc1cc2c(=O)oc3c(OC)ccc4ccc(c1OC)c2c43. The result is 0 (inactive). (2) The molecule is CC1=NC(=Cc2ccc(Cl)cc2)C(=O)N1n1c(-c2ccccc2)nc2ccccc2c1=O. The result is 0 (inactive).